From a dataset of Reaction yield outcomes from USPTO patents with 853,638 reactions. Predict the reaction yield, written as a fraction of the theoretical maximum amount of product (1.0 means a 100% yield; for example, 0.34 means a 34% yield). (1) The reactants are O.[NH2:2][NH2:3].C[O:5][C:6](=O)[C:7]1[CH:12]=[CH:11][C:10]([N:13]2[CH2:17][CH2:16][N:15]([C:18]3[CH:19]=[N:20][CH:21]=[CH:22][C:23]=3[CH3:24])[C:14]2=[O:25])=[CH:9][C:8]=1F.CO. The catalyst is C(Cl)(Cl)Cl. The product is [CH3:24][C:23]1[CH:22]=[CH:21][N:20]=[CH:19][C:18]=1[N:15]1[CH2:16][CH2:17][N:13]([C:10]2[CH:9]=[C:8]3[C:7]([C:6](=[O:5])[NH:2][NH:3]3)=[CH:12][CH:11]=2)[C:14]1=[O:25]. The yield is 0.412. (2) The catalyst is O1CCCC1. The yield is 0.556. The reactants are CC(OC(/N=N/C(OC(C)(C)C)=O)=O)(C)C.[OH:17][CH:18]1[CH2:23][CH2:22][N:21]([C:24](=[O:26])[CH3:25])[CH2:20][CH2:19]1.[CH3:27][O:28][C:29](=[O:38])[CH2:30][C:31]1[CH:36]=[CH:35][CH:34]=[CH:33][C:32]=1O.C1(P(C2C=CC=CC=2)C2C=CC=CC=2)C=CC=CC=1. The product is [CH3:27][O:28][C:29](=[O:38])[CH2:30][C:31]1[CH:32]=[CH:33][CH:34]=[CH:35][C:36]=1[O:17][CH:18]1[CH2:23][CH2:22][N:21]([C:24](=[O:26])[CH3:25])[CH2:20][CH2:19]1. (3) The reactants are [CH3:1][O:2][C:3]1[CH:4]=[C:5]2[C:10](=[CH:11][C:12]=1[O:13][CH3:14])[N:9]=[CH:8][CH:7]=[C:6]2[O:15][C:16]1[C:22]([CH3:23])=[CH:21][C:19]([NH2:20])=[C:18]([CH3:24])[CH:17]=1.Cl[C:26](Cl)([O:28][C:29](=[O:35])OC(Cl)(Cl)Cl)Cl.[CH3:37][N:38]1[CH2:43][CH2:42]C(O)[CH2:40][CH2:39]1.C(=O)(O)[O-].[Na+]. The catalyst is C(Cl)Cl.C(N(CC)CC)C.C1(C)C=CC=CC=1. The product is [CH3:1][O:2][C:3]1[CH:4]=[C:5]2[C:10](=[CH:11][C:12]=1[O:13][CH3:14])[N:9]=[CH:8][CH:7]=[C:6]2[O:15][C:16]1[C:22]([CH3:23])=[CH:21][C:19]([NH:20][C:29](=[O:35])[O:28][CH:26]2[CH2:42][CH2:43][N:38]([CH3:37])[CH2:39][CH2:40]2)=[C:18]([CH3:24])[CH:17]=1. The yield is 0.510. (4) The reactants are [Cl:1][C:2]1[CH:3]=[C:4]([NH:9][C:10]2[C:11]3[C:18]4[CH2:19][CH2:20][NH:21][CH2:22][C:17]=4[O:16][C:12]=3[N:13]=[CH:14][N:15]=2)[CH:5]=[CH:6][C:7]=1[F:8].Cl.[CH3:24][N:25]([CH3:32])[CH2:26]/[CH:27]=[CH:28]/[C:29](O)=[O:30].CCN(C(C)C)C(C)C.CN(C(ON1N=NC2C=CC=CC1=2)=[N+](C)C)C.[B-](F)(F)(F)F. The catalyst is C1COCC1. The product is [Cl:1][C:2]1[CH:3]=[C:4]([NH:9][C:10]2[C:11]3[C:18]4[CH2:19][CH2:20][N:21]([C:29](=[O:30])/[CH:28]=[CH:27]/[CH2:26][N:25]([CH3:32])[CH3:24])[CH2:22][C:17]=4[O:16][C:12]=3[N:13]=[CH:14][N:15]=2)[CH:5]=[CH:6][C:7]=1[F:8]. The yield is 0.560. (5) The reactants are [H-].[Al+3].[Li+].[H-].[H-].[H-].[CH3:7][O:8][CH2:9][C@H:10]([CH3:45])[O:11][C:12]1[CH:13]=[C:14]([C:29]2[NH:33][C:32]([C:34]3[CH:44]=[CH:43][C:37]([C:38](OCC)=[O:39])=[CH:36][N:35]=3)=[CH:31][CH:30]=2)[CH:15]=[C:16]([O:18][C:19]2[CH:24]=[CH:23][C:22]([S:25]([CH3:28])(=[O:27])=[O:26])=[CH:21][CH:20]=2)[CH:17]=1.O.[OH-].[Na+]. The catalyst is O1CCCC1. The product is [CH3:7][O:8][CH2:9][C@H:10]([CH3:45])[O:11][C:12]1[CH:13]=[C:14]([C:29]2[NH:33][C:32]([C:34]3[N:35]=[CH:36][C:37]([CH2:38][OH:39])=[CH:43][CH:44]=3)=[CH:31][CH:30]=2)[CH:15]=[C:16]([O:18][C:19]2[CH:20]=[CH:21][C:22]([S:25]([CH3:28])(=[O:26])=[O:27])=[CH:23][CH:24]=2)[CH:17]=1. The yield is 0.640. (6) The reactants are Cl.[CH:2]1([NH:5][C:6]2[N:11]3[N:12]=[CH:13][CH:14]=[C:10]3[N:9]=[C:8]([NH:15][C:16]3[CH:23]=[CH:22][C:19]([C:20]#[N:21])=[CH:18][CH:17]=3)[CH:7]=2)[CH2:4][CH2:3]1.O=P(Cl)(Cl)Cl.CN([CH:32]=[O:33])C. No catalyst specified. The product is [CH:2]1([NH:5][C:6]2[N:11]3[N:12]=[CH:13][C:14]([CH:32]=[O:33])=[C:10]3[N:9]=[C:8]([NH:15][C:16]3[CH:23]=[CH:22][C:19]([C:20]#[N:21])=[CH:18][CH:17]=3)[CH:7]=2)[CH2:4][CH2:3]1. The yield is 0.640. (7) The reactants are [N:1]([C:11]([N:13]1[CH2:18][CH2:17]C[CH2:15][CH2:14]1)=[O:12])=[N:1][C:11]([N:13]1[CH2:18][CH2:17]C[CH2:15][CH2:14]1)=[O:12].[Cl:19][C:20]1[CH:39]=[CH:38][C:23]([NH:24][C:25]2[C:34]3[C:29](=[CH:30][C:31]([OH:37])=[C:32]([O:35][CH3:36])[CH:33]=3)[N:28]=[CH:27][N:26]=2)=[C:22]([F:40])[CH:21]=1.C(P(CCCC)CCCC)CCC.OCCN1CCNC1=O. The catalyst is C(Cl)Cl.CCOCC. The product is [Cl:19][C:20]1[CH:39]=[CH:38][C:23]([NH:24][C:25]2[C:34]3[C:29](=[CH:30][C:31]([O:37][CH2:17][CH2:18][N:13]4[CH2:14][CH2:15][NH:1][C:11]4=[O:12])=[C:32]([O:35][CH3:36])[CH:33]=3)[N:28]=[CH:27][N:26]=2)=[C:22]([F:40])[CH:21]=1. The yield is 0.0600.